Task: Regression/Classification. Given a drug SMILES string, predict its absorption, distribution, metabolism, or excretion properties. Task type varies by dataset: regression for continuous measurements (e.g., permeability, clearance, half-life) or binary classification for categorical outcomes (e.g., BBB penetration, CYP inhibition). Dataset: cyp2c9_veith.. Dataset: CYP2C9 inhibition data for predicting drug metabolism from PubChem BioAssay (1) The molecule is COc1c(N2CCN(C(=S)Nc3ccccc3)C(C)C2)c(F)cc2c(=O)c(C(=O)O)cn(C3CC3)c12. The result is 0 (non-inhibitor). (2) The compound is COc1ccc(Oc2ncc3nc(-c4cccc(C#N)c4)c(=O)n(C)c3n2)cc1. The result is 0 (non-inhibitor). (3) The drug is COc1cc(/C=C\C(=O)N2CCC=CC2=O)cc(OC)c1OC. The result is 0 (non-inhibitor). (4) The compound is O=C(c1csnn1)N1CCC2(CC1)CCN(c1cccc(-c3ccccc3)c1)CC2. The result is 0 (non-inhibitor). (5) The molecule is OCCNc1nc2ccccc2[nH]1. The result is 0 (non-inhibitor). (6) The drug is N#Cc1c(NC(=O)CCC(=O)O)ccc2ccccc12. The result is 0 (non-inhibitor).